This data is from Reaction yield outcomes from USPTO patents with 853,638 reactions. The task is: Predict the reaction yield, written as a fraction of the theoretical maximum amount of product (1.0 means a 100% yield; for example, 0.34 means a 34% yield). (1) The reactants are [CH2:1]([O:3][C:4](=[O:17])[CH2:5][CH2:6][C:7]1[CH:12]=[CH:11][C:10](OB(O)O)=[CH:9][CH:8]=1)[CH3:2].C(N(CC)CC)C.[C:25]1(=[O:30])[CH2:29][CH2:28][CH:27]=[CH:26]1.C(=O)(O)[O-].[Na+]. The catalyst is O1CCOCC1.O. The product is [CH2:1]([O:3][C:4](=[O:17])[CH2:5][CH2:6][C:7]1[CH:12]=[CH:11][C:10]([C@H:27]2[CH2:28][CH2:29][C:25](=[O:30])[CH2:26]2)=[CH:9][CH:8]=1)[CH3:2]. The yield is 0.850. (2) The reactants are F[C:2]1[CH:11]=[CH:10][CH:9]=[C:8]2[C:3]=1[C:4]([NH:12][C:13]1[CH:14]=[C:15]3[C:19](=[CH:20][CH:21]=1)[N:18]([CH2:22][C:23]1[CH:28]=[CH:27][CH:26]=[CH:25][N:24]=1)[N:17]=[CH:16]3)=[N:5][CH:6]=[N:7]2.[CH3:29][O-:30].[Na+]. The catalyst is CO. The product is [CH3:29][O:30][C:2]1[CH:11]=[CH:10][CH:9]=[C:8]2[C:3]=1[C:4]([NH:12][C:13]1[CH:14]=[C:15]3[C:19](=[CH:20][CH:21]=1)[N:18]([CH2:22][C:23]1[CH:28]=[CH:27][CH:26]=[CH:25][N:24]=1)[N:17]=[CH:16]3)=[N:5][CH:6]=[N:7]2. The yield is 1.00.